From a dataset of Forward reaction prediction with 1.9M reactions from USPTO patents (1976-2016). Predict the product of the given reaction. (1) Given the reactants [NH:1]1[C:9]2[C:4](=[C:5]([C:10]3[N:11]=[C:12]([N:35]4[CH2:40][CH2:39][O:38][CH2:37][CH2:36]4)[C:13]4[S:18][C:17]([CH2:19][N:20]([CH2:32][CH2:33][OH:34])[C:21]5[N:26]=[CH:25][C:24]([C:27](OCC)=[O:28])=[CH:23][N:22]=5)=[CH:16][C:14]=4[N:15]=3)[CH:6]=[CH:7][CH:8]=2)[CH:3]=[N:2]1.CO.[NH2:43][OH:44], predict the reaction product. The product is: [NH:1]1[C:9]2[C:4](=[C:5]([C:10]3[N:11]=[C:12]([N:35]4[CH2:36][CH2:37][O:38][CH2:39][CH2:40]4)[C:13]4[S:18][C:17]([CH2:19][N:20]([CH2:32][CH2:33][OH:34])[C:21]5[N:26]=[CH:25][C:24]([C:27]([NH:43][OH:44])=[O:28])=[CH:23][N:22]=5)=[CH:16][C:14]=4[N:15]=3)[CH:6]=[CH:7][CH:8]=2)[CH:3]=[N:2]1. (2) Given the reactants [Cl:1][C:2]1[CH:10]=[CH:9][C:8]([I:11])=[CH:7][C:3]=1[C:4](O)=[O:5].C1(C)C=CC=CC=1.[H-].C([Al+]CC(C)C)C(C)C.Cl, predict the reaction product. The product is: [Cl:1][C:2]1[CH:10]=[CH:9][C:8]([I:11])=[CH:7][C:3]=1[CH2:4][OH:5]. (3) Given the reactants [CH2:1]([C:3]1[C:4](N[C@@H]2C3C(=CC=CC=3)C[C@@H]2O)=[N:5][C:6]([CH2:9][CH3:10])=[CH:7][N:8]=1)[CH3:2].[CH3:22][O:23][C:24]1[CH:25]=[CH:26][CH:27]=[C:28]2[C:33]=1[CH:32]([NH2:34])[CH2:31][CH2:30][CH2:29]2, predict the reaction product. The product is: [CH2:1]([C:3]1[C:4]([NH:34][CH:32]2[C:33]3[C:28](=[CH:27][CH:26]=[CH:25][C:24]=3[O:23][CH3:22])[CH2:29][CH2:30][CH2:31]2)=[N:5][C:6]([CH2:9][CH3:10])=[CH:7][N:8]=1)[CH3:2]. (4) The product is: [C:15]([O:19][C:20]([N:22]1[CH2:26][C@@H:25]([CH2:27][N:28]([CH:45]([CH3:47])[CH3:46])[C:29](=[O:44])[C:30]2[CH:35]=[CH:34][C:33]([O:36][CH3:37])=[C:32]([O:38][CH2:39][CH2:40][CH2:41][O:42][CH3:43])[CH:31]=2)[C@H:24]([CH2:48][N:49]([C:53](=[O:62])[CH2:54][C:55]2[CH:60]=[CH:59][CH:58]=[C:57]([NH:61][C:8](=[O:10])[CH3:9])[CH:56]=2)[CH:50]2[CH2:51][CH2:52]2)[CH2:23]1)=[O:21])([CH3:17])([CH3:18])[CH3:16]. Given the reactants C(N(CC)CC)C.[C:8](OC(=O)C)(=[O:10])[CH3:9].[C:15]([O:19][C:20]([N:22]1[CH2:26][C@@H:25]([CH2:27][N:28]([CH:45]([CH3:47])[CH3:46])[C:29](=[O:44])[C:30]2[CH:35]=[CH:34][C:33]([O:36][CH3:37])=[C:32]([O:38][CH2:39][CH2:40][CH2:41][O:42][CH3:43])[CH:31]=2)[C@H:24]([CH2:48][N:49]([C:53](=[O:62])[CH2:54][C:55]2[CH:60]=[CH:59][CH:58]=[C:57]([NH2:61])[CH:56]=2)[CH:50]2[CH2:52][CH2:51]2)[CH2:23]1)=[O:21])([CH3:18])([CH3:17])[CH3:16].O, predict the reaction product.